This data is from Full USPTO retrosynthesis dataset with 1.9M reactions from patents (1976-2016). The task is: Predict the reactants needed to synthesize the given product. (1) Given the product [Br:1][C:2]1[CH:3]=[CH:4][C:5]2[N:6]([CH:8]=[C:9]([C:11]3[CH:16]=[CH:15][C:14]([O:17][CH2:26][CH2:25][F:24])=[CH:13][CH:12]=3)[N:10]=2)[CH:7]=1, predict the reactants needed to synthesize it. The reactants are: [Br:1][C:2]1[CH:3]=[CH:4][C:5]2[N:6]([CH:8]=[C:9]([C:11]3[CH:16]=[CH:15][C:14]([OH:17])=[CH:13][CH:12]=3)[N:10]=2)[CH:7]=1.C(=O)([O-])[O-].[K+].[K+].[F:24][CH2:25][CH2:26]OS(C1C=CC(C)=CC=1)(=O)=O. (2) Given the product [CH:30]1([CH2:29][O:28][C:22]2[CH:23]=[C:24]([F:27])[CH:25]=[CH:26][C:21]=2[C:20]2[C:15]3[NH:14][C:13]([CH3:33])=[C:12]([C:10]([NH:9][C@H:6]4[CH2:7][CH2:8][C@H:3]([NH:2][C:38](=[O:37])[CH2:39][OH:40])[CH2:4][CH2:5]4)=[O:11])[C:16]=3[N:17]=[CH:18][N:19]=2)[CH2:31][CH2:32]1, predict the reactants needed to synthesize it. The reactants are: Cl.[NH2:2][C@H:3]1[CH2:8][CH2:7][C@H:6]([NH:9][C:10]([C:12]2[C:16]3[N:17]=[CH:18][N:19]=[C:20]([C:21]4[CH:26]=[CH:25][C:24]([F:27])=[CH:23][C:22]=4[O:28][CH2:29][CH:30]4[CH2:32][CH2:31]4)[C:15]=3[NH:14][C:13]=2[CH3:33])=[O:11])[CH2:5][CH2:4]1.C([O:37][CH2:38][C:39](Cl)=[O:40])(=O)C.